From a dataset of CYP2C9 inhibition data for predicting drug metabolism from PubChem BioAssay. Regression/Classification. Given a drug SMILES string, predict its absorption, distribution, metabolism, or excretion properties. Task type varies by dataset: regression for continuous measurements (e.g., permeability, clearance, half-life) or binary classification for categorical outcomes (e.g., BBB penetration, CYP inhibition). Dataset: cyp2c9_veith. (1) The compound is Cc1cnc(CNc2nc(-c3ccccc3Cl)nc3ccccc23)cn1. The result is 0 (non-inhibitor). (2) The drug is Cc1ccccc1-c1cc(C(=O)Nc2nc3c(s2)CCCC3)c2ccccc2n1. The result is 1 (inhibitor). (3) The molecule is c1ccc([C@H]2CNCc3ccccc32)cc1. The result is 0 (non-inhibitor). (4) The compound is CCCC(=O)NCCc1c2n(c3ccc(OC)cc13)Cc1ccccc1-2. The result is 1 (inhibitor).